This data is from Catalyst prediction with 721,799 reactions and 888 catalyst types from USPTO. The task is: Predict which catalyst facilitates the given reaction. (1) Reactant: F[C:2]1[CH:7]=[C:6]([F:8])[CH:5]=[CH:4][C:3]=1[N+:9]([O-:11])=[O:10].[NH2:12][C:13]1[S:14][CH:15]=[CH:16][C:17]=1[C:18]#[N:19].O.[OH-].[Li+]. Product: [F:8][C:6]1[CH:5]=[CH:4][C:3]([N+:9]([O-:11])=[O:10])=[C:2]([NH:12][C:13]2[S:14][CH:15]=[CH:16][C:17]=2[C:18]#[N:19])[CH:7]=1. The catalyst class is: 16. (2) Reactant: C(O[C:5](=[O:21])[NH:6][CH:7]1[CH2:11][C:10](=[O:12])[O:9][CH:8]1[O:13][CH2:14][C:15]1[CH:20]=[CH:19][CH:18]=[CH:17][CH:16]=1)C=C.CC1C2C(=CC=CC=2)C(C)=C2C=1C=CC1C2=CC=CC=1.[CH3:42][O:43][C:44]1[CH:65]=[CH:64][C:47]([C:48]([NH:50][C:51]([CH3:63])([CH3:62])[C:52]([N:54]2[CH2:58][CH2:57][CH2:56][CH:55]2C(O)=O)=[O:53])=[O:49])=[CH:46][CH:45]=1.C1C=CC2N(O)N=NC=2C=1.C(Cl)CCl. Product: [CH2:14]([O:13][CH:8]1[CH:7]([NH:6][C:5]([CH:55]2[CH2:56][CH2:57][CH2:58][N:54]2[C:52](=[O:53])[C:51]([NH:50][C:48](=[O:49])[C:47]2[CH:46]=[CH:45][C:44]([O:43][CH3:42])=[CH:65][CH:64]=2)([CH3:63])[CH3:62])=[O:21])[CH2:11][C:10](=[O:12])[O:9]1)[C:15]1[CH:16]=[CH:17][CH:18]=[CH:19][CH:20]=1. The catalyst class is: 532. (3) Reactant: [NH:1]([C:20]([O:22][CH2:23][C:24]1[CH:29]=[CH:28][CH:27]=[CH:26][CH:25]=1)=[O:21])[C@H:2]([C:10]([O:12]N1C(=O)CCC1=O)=O)[CH2:3][C:4]1[CH:9]=[CH:8][CH:7]=[CH:6][CH:5]=1.[CH2:30]([NH2:37])[C:31]1[CH:36]=[CH:35][CH:34]=[CH:33][CH:32]=1.C(NC(=O)[C@H](C)NC(OC(C)(C)C)=O)C1OC=CC=1.C(OC(=O)C)C. Product: [NH:1]([C:20]([O:22][CH2:23][C:24]1[CH:25]=[CH:26][CH:27]=[CH:28][CH:29]=1)=[O:21])[C@H:2]([C:10]([NH:37][CH2:30][C:31]1[CH:36]=[CH:35][CH:34]=[CH:33][CH:32]=1)=[O:12])[CH2:3][C:4]1[CH:5]=[CH:6][CH:7]=[CH:8][CH:9]=1. The catalyst class is: 81. (4) Reactant: [F:1][C:2]1[CH:3]=[C:4]2[C:9](=[CH:10][CH:11]=1)[C:8](=[O:12])[CH2:7][CH2:6][CH2:5]2.C[Si]([N-][Si](C)(C)C)(C)C.[Li+].C1C=CC(N([S:30]([C:33]([F:36])([F:35])[F:34])(=[O:32])=[O:31])[S:30]([C:33]([F:36])([F:35])[F:34])(=[O:32])=[O:31])=CC=1. Product: [F:34][C:33]([F:36])([F:35])[S:30]([O:12][C:8]1[C:9]2[C:4](=[CH:3][C:2]([F:1])=[CH:11][CH:10]=2)[CH2:5][CH2:6][CH:7]=1)(=[O:32])=[O:31]. The catalyst class is: 1. (5) Reactant: C(OC(=O)[NH:7][C:8]1[CH:13]=[C:12](OCC(F)(F)F)[C:11]([C:20]([F:23])([F:22])[F:21])=[CH:10][C:9]=1[NH:24][C:25](=[O:44])[CH2:26][C:27]([C:29]1[CH:34]=[CH:33][CH:32]=[C:31]([C:35]2[CH:36]=[N:37][C:38]([CH2:42][CH3:43])=[CH:39][C:40]=2[CH3:41])[CH:30]=1)=O)(C)(C)C.[C:46](O)([C:48]([F:51])([F:50])[F:49])=[O:47]. Product: [CH2:42]([C:38]1[N:37]=[CH:36][C:35]([C:31]2[CH:30]=[C:29]([C:27]3[CH2:26][C:25](=[O:44])[NH:24][C:9]4[CH:10]=[C:11]([C:20]([F:21])([F:22])[F:23])[C:12]([O:47][CH2:46][C:48]([F:51])([F:50])[F:49])=[CH:13][C:8]=4[N:7]=3)[CH:34]=[CH:33][CH:32]=2)=[C:40]([CH3:41])[CH:39]=1)[CH3:43]. The catalyst class is: 2. (6) The catalyst class is: 4. Product: [N+:1]([C:4]1[CH:9]=[CH:8][C:7]([O:10][P:11]([C:23]2[CH:28]=[CH:27][CH:26]=[CH:25][CH:24]=2)(=[O:12])[O:29][C:30]2[CH:31]=[C:32]3[C:36](=[CH:37][CH:38]=2)[N:35]([C:39](=[O:41])[CH3:40])[N:34]=[CH:33]3)=[CH:6][CH:5]=1)([O-:3])=[O:2]. Reactant: [N+:1]([C:4]1[CH:9]=[CH:8][C:7]([O:10][P:11]([C:23]2[CH:28]=[CH:27][CH:26]=[CH:25][CH:24]=2)(=O)[O:12]C2C=CC([N+]([O-])=O)=CC=2)=[CH:6][CH:5]=1)([O-:3])=[O:2].[OH:29][C:30]1[CH:31]=[C:32]2[C:36](=[CH:37][CH:38]=1)[N:35]([C:39](=[O:41])[CH3:40])[N:34]=[CH:33]2.N12CCCN=C1CCCCC2. (7) Reactant: [Cl:1][C:2]1[CH:7]=[C:6]2[NH:8][C:9](=[O:33])[C:10]3([CH:15]([C:16]4[CH:21]=[CH:20][CH:19]=[C:18]([Cl:22])[CH:17]=4)[CH2:14][C:13](=O)[NH:12][CH:11]3[C:24]3[CH:29]=[C:28]([F:30])[CH:27]=[CH:26][C:25]=3[O:31][CH3:32])[C:5]2=[CH:4][CH:3]=1.[BH4-].[Na+]. Product: [Cl:1][C:2]1[CH:7]=[C:6]2[NH:8][C:9](=[O:33])[C:10]3([CH:15]([C:16]4[CH:21]=[CH:20][CH:19]=[C:18]([Cl:22])[CH:17]=4)[CH2:14][CH2:13][NH:12][CH:11]3[C:24]3[CH:29]=[C:28]([F:30])[CH:27]=[CH:26][C:25]=3[O:31][CH3:32])[C:5]2=[CH:4][CH:3]=1. The catalyst class is: 5. (8) Reactant: [NH3:1].Cl/[C:3](=[N:9]\[NH:10][C:11]1[CH:16]=[CH:15][CH:14]=[CH:13][CH:12]=1)/[C:4]([O:6][CH2:7][CH3:8])=[O:5]. Product: [NH2:1]/[C:3](=[N:9]\[NH:10][C:11]1[CH:16]=[CH:15][CH:14]=[CH:13][CH:12]=1)/[C:4]([O:6][CH2:7][CH3:8])=[O:5]. The catalyst class is: 12.